From a dataset of Catalyst prediction with 721,799 reactions and 888 catalyst types from USPTO. Predict which catalyst facilitates the given reaction. (1) Reactant: [CH3:1][C@:2]1([OH:9])[CH2:7][CH2:6][NH:5][CH2:4][C@H:3]1[OH:8].Cl[CH2:11][C:12]1[S:16][C:15]2[CH:17]=[CH:18][C:19]([C:21]#[C:22][C:23]3[CH:28]=[CH:27][C:26]([C:29]4[CH:34]=[CH:33][C:32]([Cl:35])=[CH:31][CH:30]=4)=[CH:25][N:24]=3)=[CH:20][C:14]=2[CH:13]=1. Product: [Cl:35][C:32]1[CH:31]=[CH:30][C:29]([C:26]2[CH:27]=[CH:28][C:23]([C:22]#[C:21][C:19]3[CH:18]=[CH:17][C:15]4[S:16][C:12]([CH2:11][N:5]5[CH2:6][CH2:7][C@:2]([CH3:1])([OH:9])[C@H:3]([OH:8])[CH2:4]5)=[CH:13][C:14]=4[CH:20]=3)=[N:24][CH:25]=2)=[CH:34][CH:33]=1. The catalyst class is: 3. (2) Reactant: [C:1]([NH:4][C:5]1[S:9][C:8]2[C:10]([O:15][CH2:16][CH2:17][N:18]([CH2:21][CH3:22])[CH2:19][CH3:20])=[C:11](Br)[CH:12]=[CH:13][C:7]=2[C:6]=1[C:23]([O:25][CH2:26][CH3:27])=[O:24])(=[O:3])[CH3:2].[CH3:28][S:29][C:30]1[CH:35]=[CH:34][CH:33]=[CH:32][C:31]=1B(O)O.P([O-])([O-])([O-])=O.[K+].[K+].[K+]. Product: [C:1]([NH:4][C:5]1[S:9][C:8]2[C:10]([O:15][CH2:16][CH2:17][N:18]([CH2:21][CH3:22])[CH2:19][CH3:20])=[C:11]([C:31]3[CH:32]=[CH:33][CH:34]=[CH:35][C:30]=3[S:29][CH3:28])[CH:12]=[CH:13][C:7]=2[C:6]=1[C:23]([O:25][CH2:26][CH3:27])=[O:24])(=[O:3])[CH3:2]. The catalyst class is: 47. (3) Reactant: C[O:2][C:3]1[C:8]([C:9]2[CH:14]=[CH:13][C:12]([C@H:15]([N:17]3[C:25](=[O:26])[C:24]4[C:19](=[CH:20][CH:21]=[CH:22][CH:23]=4)[C:18]3=[O:27])[CH3:16])=[CH:11][CH:10]=2)=[CH:7][CH:6]=[CH:5][N:4]=1.Cl. Product: [OH:2][C:3]1[C:8]([C:9]2[CH:10]=[CH:11][C:12]([C@H:15]([N:17]3[C:25](=[O:26])[C:24]4[C:19](=[CH:20][CH:21]=[CH:22][CH:23]=4)[C:18]3=[O:27])[CH3:16])=[CH:13][CH:14]=2)=[CH:7][CH:6]=[CH:5][N:4]=1. The catalyst class is: 17. (4) Reactant: [CH3:1][S:2][C:3]1[CH:18]=[CH:17][C:6]([O:7][C:8]2[N:16]=[CH:15][CH:14]=[CH:13][C:9]=2[C:10]([OH:12])=O)=[CH:5][CH:4]=1.C(N(CC)CC)C.S(O)(=O)(=O)C.[CH2:31]([O:38][C:39]([C@H:41]1[CH2:46][CH2:45][C@@H:44]([NH2:47])[CH2:43][CH2:42]1)=[O:40])[C:32]1[CH:37]=[CH:36][CH:35]=[CH:34][CH:33]=1.Cl.CN(C)CCCN=C=NCC.ON1C2C=CC=CC=2N=N1. Product: [CH2:31]([O:38][C:39]([C@H:41]1[CH2:46][CH2:45][C@@H:44]([NH:47][C:10]([C:9]2[C:8]([O:7][C:6]3[CH:5]=[CH:4][C:3]([S:2][CH3:1])=[CH:18][CH:17]=3)=[N:16][CH:15]=[CH:14][CH:13]=2)=[O:12])[CH2:43][CH2:42]1)=[O:40])[C:32]1[CH:37]=[CH:36][CH:35]=[CH:34][CH:33]=1. The catalyst class is: 9.